This data is from Forward reaction prediction with 1.9M reactions from USPTO patents (1976-2016). The task is: Predict the product of the given reaction. (1) Given the reactants Br[CH2:2][C:3]([C:5]1[C:13]2[C:8](=[N:9][CH:10]=[C:11]([F:14])[CH:12]=2)[NH:7][CH:6]=1)=O.[NH2:15][C:16]([NH2:18])=[S:17].O.[NH4+].[OH-], predict the reaction product. The product is: [F:14][C:11]1[CH:12]=[C:13]2[C:5]([C:3]3[N:15]=[C:16]([NH2:18])[S:17][CH:2]=3)=[CH:6][NH:7][C:8]2=[N:9][CH:10]=1. (2) Given the reactants [SH:1][C:2]1[N:6]([C:7]2[CH:12]=[CH:11][C:10]([OH:13])=[CH:9][CH:8]=2)[N:5]=[N:4][N:3]=1.[CH:14](I)([CH3:16])[CH3:15].C(=O)([O-])O.[Na+], predict the reaction product. The product is: [CH:14]([S:1][C:2]1[N:6]([C:7]2[CH:8]=[CH:9][C:10]([OH:13])=[CH:11][CH:12]=2)[N:5]=[N:4][N:3]=1)([CH3:16])[CH3:15]. (3) Given the reactants [Cl:1][C:2]1[CH:3]=[C:4]([CH:26]=[C:27]([OH:29])[CH:28]=1)[CH2:5][NH:6][C:7]([NH2:25])=[N:8][C:9]([C:11]1[C:12]([C:17]2[CH:22]=[CH:21][C:20]([O:23][CH3:24])=[CH:19][CH:18]=2)=[N:13][O:14][C:15]=1[CH3:16])=[O:10].Br[CH2:31][CH2:32][Cl:33].C(=O)([O-])[O-].[Cs+].[Cs+].[I-].[K+], predict the reaction product. The product is: [Cl:1][C:2]1[CH:3]=[C:4]([CH:26]=[C:27]([O:29][CH2:31][CH2:32][Cl:33])[CH:28]=1)[CH2:5][NH:6]/[C:7](/[NH2:25])=[N:8]/[C:9]([C:11]1[C:12]([C:17]2[CH:18]=[CH:19][C:20]([O:23][CH3:24])=[CH:21][CH:22]=2)=[N:13][O:14][C:15]=1[CH3:16])=[O:10]. (4) Given the reactants [CH2:1]([C:3]1[CH:11]=[CH:10][C:6]([C:7]([OH:9])=O)=[CH:5][CH:4]=1)[CH3:2].C([O:14][C:15](=[O:37])[C:16]([O:19][C:20]1[CH:25]=[CH:24][C:23]([O:26][C:27]2[CH:32]=[CH:31][CH:30]=[C:29]([CH2:33][NH2:34])[CH:28]=2)=[CH:22][C:21]=1[CH2:35]C)([CH3:18])[CH3:17])C, predict the reaction product. The product is: [CH2:1]([C:3]1[CH:4]=[CH:5][C:6]([C:7]([NH:34][CH2:33][C:29]2[CH:28]=[C:27]([CH:32]=[CH:31][CH:30]=2)[O:26][C:23]2[CH:24]=[CH:25][C:20]([O:19][C:16]([CH3:18])([CH3:17])[C:15]([OH:37])=[O:14])=[C:21]([CH3:35])[CH:22]=2)=[O:9])=[CH:10][CH:11]=1)[CH3:2]. (5) Given the reactants [CH3:1][N:2]1[C:6]2[C:7]([C:11]([O:13]C)=O)=[CH:8][CH:9]=[CH:10][C:5]=2[N:4]=[C:3]1[CH2:15][N:16]([CH3:27])[CH:17]1[C:26]2[N:25]=[CH:24][CH:23]=[CH:22][C:21]=2[CH2:20][CH2:19][CH2:18]1.[OH-].[Li+].O=C1N(P(Cl)(N2CCOC2=O)=O)CCO1.[NH2:45][CH2:46][CH2:47][C:48]1[N:52]=[CH:51][NH:50][CH:49]=1.C(N(CC)C(C)C)(C)C, predict the reaction product. The product is: [NH:50]1[CH:49]=[C:48]([CH2:47][CH2:46][NH:45][C:11]([C:7]2[C:6]3[N:2]([CH3:1])[C:3]([CH2:15][N:16]([CH3:27])[CH:17]4[C:26]5[N:25]=[CH:24][CH:23]=[CH:22][C:21]=5[CH2:20][CH2:19][CH2:18]4)=[N:4][C:5]=3[CH:10]=[CH:9][CH:8]=2)=[O:13])[N:52]=[CH:51]1.